Binary Classification. Given a drug SMILES string, predict its activity (active/inactive) in a high-throughput screening assay against a specified biological target. From a dataset of Choline transporter screen with 302,306 compounds. (1) The drug is O=Cc1ccc(n2nccc2)cc1. The result is 0 (inactive). (2) The molecule is OCCC1N(CCN(C1)Cc1n(ccc1)c1ncccc1)Cc1ccccc1. The result is 0 (inactive). (3) The molecule is Clc1ccc(c2nn(cc2/C=C2\C(=NN(C2=O)c2ccccc2)C)CCC#N)cc1. The result is 0 (inactive). (4) The molecule is O=C(C(C)C)C(/n1ncnc1)=C/c1c(n(nc1C)C)C. The result is 0 (inactive). (5) The compound is O=c1n(nc(n2c1ccc2)C)CC(=O)Nc1c(CC)cccc1C. The result is 0 (inactive). (6) The molecule is S(C=1NC(N)=C(C2(CCCCC2)C1C#N)C#N)CC. The result is 0 (inactive).